This data is from Forward reaction prediction with 1.9M reactions from USPTO patents (1976-2016). The task is: Predict the product of the given reaction. (1) The product is: [Cl:21][C:19]1[CH:20]=[C:15]([NH:14][S:10]([CH2:9][C:4]2[CH:3]=[C:2]([Cl:1])[CH:7]=[C:6]([Cl:8])[CH:5]=2)(=[O:12])=[O:11])[C:16]([OH:23])=[N:17][C:18]=1[Cl:22]. Given the reactants [Cl:1][C:2]1[CH:3]=[C:4]([CH2:9][S:10](Cl)(=[O:12])=[O:11])[CH:5]=[C:6]([Cl:8])[CH:7]=1.[NH2:14][C:15]1[C:16]([O:23]C)=[N:17][C:18]([Cl:22])=[C:19]([Cl:21])[CH:20]=1, predict the reaction product. (2) Given the reactants [Br:1][C:2]1[C:3]([CH3:18])=[CH:4][C:5]2[N:6]([CH:8]=[C:9]([C:11]3[CH:16]=[CH:15][C:14]([OH:17])=[CH:13][CH:12]=3)[N:10]=2)[CH:7]=1.C(=O)([O-])[O-].[K+].[K+].Br[CH2:26][CH2:27][O:28][Si:29]([C:32]([CH3:35])([CH3:34])[CH3:33])([CH3:31])[CH3:30].[Cl-].[Na+], predict the reaction product. The product is: [Br:1][C:2]1[C:3]([CH3:18])=[CH:4][C:5]2[N:6]([CH:8]=[C:9]([C:11]3[CH:16]=[CH:15][C:14]([O:17][CH2:26][CH2:27][O:28][Si:29]([C:32]([CH3:35])([CH3:34])[CH3:33])([CH3:31])[CH3:30])=[CH:13][CH:12]=3)[N:10]=2)[CH:7]=1. (3) Given the reactants [CH3:1][O:2][P:3]([O:7]C)([O:5][CH3:6])=[O:4].[CH3:9][N:10]1[CH:14]=[CH:13][N:12]=[CH:11]1, predict the reaction product. The product is: [CH3:1][O:2][P:3]([O-:7])([O:5][CH3:6])=[O:4].[CH3:9][N+:10]1([CH3:1])[CH:14]=[CH:13][N:12]=[CH:11]1. (4) Given the reactants C([O:8][CH2:9][C@H:10]1[C@H:15]([C:16]2[CH:21]=[CH:20][C:19]([F:22])=[CH:18][C:17]=2[CH3:23])[C@@H:14]([O:24][C@@H:25]([C:27]2[CH:32]=[C:31]([C:33]([F:36])([F:35])[F:34])[CH:30]=[C:29]([C:37]([F:40])([F:39])[F:38])[CH:28]=2)[CH3:26])[O:13][CH2:12][C@@H:11]1[CH2:41][OH:42])C1C=CC=CC=1.[H][H], predict the reaction product. The product is: [F:36][C:33]([F:34])([F:35])[C:31]1[CH:32]=[C:27]([C@H:25]([O:24][C@H:14]2[O:13][CH2:12][C@H:11]([CH2:41][OH:42])[C@@H:10]([CH2:9][OH:8])[C@@H:15]2[C:16]2[CH:21]=[CH:20][C:19]([F:22])=[CH:18][C:17]=2[CH3:23])[CH3:26])[CH:28]=[C:29]([C:37]([F:38])([F:39])[F:40])[CH:30]=1. (5) The product is: [Cl:30][C:27]1[CH:28]=[CH:29][C:24]([CH2:23][CH2:22][O:1][C:2]2[CH:7]=[CH:6][C:5]([C:8](=[O:10])[CH3:9])=[CH:4][CH:3]=2)=[CH:25][CH:26]=1. Given the reactants [OH:1][C:2]1[CH:7]=[CH:6][C:5]([C:8](=[O:10])[CH3:9])=[CH:4][CH:3]=1.C(=O)([O-])[O-].[K+].[K+].S(O[CH2:22][CH2:23][C:24]1[CH:29]=[CH:28][C:27]([Cl:30])=[CH:26][CH:25]=1)(=O)(=O)C, predict the reaction product. (6) Given the reactants Br[C:2]1[C:10]2[C:9]([NH:11][C:12]3[CH:13]=[C:14]([CH:21]=[CH:22][CH:23]=3)[O:15][CH2:16][C:17]([O:19]C)=[O:18])=[N:8][CH:7]=[N:6][C:5]=2[O:4][C:3]=1[C:24]1[CH:29]=[CH:28][CH:27]=[CH:26][CH:25]=1.C(=O)([O-])[O-].[Na+].[Na+].[CH2:36]([CH:38]1[CH2:43][CH2:42][C:41](B2OC(C)(C)C(C)(C)O2)=[CH:40][CH2:39]1)[CH3:37], predict the reaction product. The product is: [CH2:36]([CH:38]1[CH2:43][CH2:42][C:41]([C:2]2[C:10]3[C:9]([NH:11][C:12]4[CH:13]=[C:14]([CH:21]=[CH:22][CH:23]=4)[O:15][CH2:16][C:17]([OH:19])=[O:18])=[N:8][CH:7]=[N:6][C:5]=3[O:4][C:3]=2[C:24]2[CH:25]=[CH:26][CH:27]=[CH:28][CH:29]=2)=[CH:40][CH2:39]1)[CH3:37]. (7) Given the reactants [Cl:1][C:2]1[CH:3]=[CH:4][C:5]2[O:10][CH:9]([C:11]([F:14])([F:13])[F:12])[C:8]([C:15]([O:17]CC)=[O:16])=[CH:7][C:6]=2[CH:20]=1.[OH-].[Li+].Cl, predict the reaction product. The product is: [Cl:1][C:2]1[CH:3]=[CH:4][C:5]2[O:10][CH:9]([C:11]([F:13])([F:12])[F:14])[C:8]([C:15]([OH:17])=[O:16])=[CH:7][C:6]=2[CH:20]=1. (8) Given the reactants [Cl:1][C:2]1[CH:3]=[C:4]([C:9]2[CH:14]=[C:13]([CH3:15])[N:12]=[C:11]([N:16]3[CH:20]=[C:19]([Sn](CCCC)(CCCC)CCCC)[N:18]=[CH:17]3)[N:10]=2)[CH:5]=[CH:6][C:7]=1[Cl:8].[C:34]([NH:38][S:39]([C:42]1[S:46][C:45](Cl)=[N:44][CH:43]=1)(=[O:41])=[O:40])([CH3:37])([CH3:36])[CH3:35].[F-].[K+].O, predict the reaction product. The product is: [C:34]([NH:38][S:39]([C:42]1[S:46][C:45]([C:19]2[N:18]=[CH:17][N:16]([C:11]3[N:10]=[C:9]([C:4]4[CH:5]=[CH:6][C:7]([Cl:8])=[C:2]([Cl:1])[CH:3]=4)[CH:14]=[C:13]([CH3:15])[N:12]=3)[CH:20]=2)=[N:44][CH:43]=1)(=[O:40])=[O:41])([CH3:37])([CH3:35])[CH3:36]. (9) Given the reactants [NH2:1][C:2]1[CH:3]=[C:4]([C:8]2[N:9]=[C:10]([NH:17][C:18]3[CH:26]=[C:25]4[C:21]([CH:22]=[CH:23][NH:24]4)=[CH:20][CH:19]=3)[C:11]3[N:12]([CH:14]=[CH:15][N:16]=3)[CH:13]=2)[CH:5]=[CH:6][CH:7]=1.C(N(CC)CC)C.[C:34]([C:38]1[CH:46]=[CH:45][C:41]([C:42](Cl)=[O:43])=[CH:40][CH:39]=1)([CH3:37])([CH3:36])[CH3:35], predict the reaction product. The product is: [C:34]([C:38]1[CH:39]=[CH:40][C:41]([C:42]([NH:1][C:2]2[CH:7]=[CH:6][CH:5]=[C:4]([C:8]3[N:9]=[C:10]([NH:17][C:18]4[CH:26]=[C:25]5[C:21]([CH:22]=[CH:23][NH:24]5)=[CH:20][CH:19]=4)[C:11]4[N:12]([CH:14]=[CH:15][N:16]=4)[CH:13]=3)[CH:3]=2)=[O:43])=[CH:45][CH:46]=1)([CH3:37])([CH3:35])[CH3:36].